Dataset: Forward reaction prediction with 1.9M reactions from USPTO patents (1976-2016). Task: Predict the product of the given reaction. Given the reactants Br[C:2]1[CH:7]=[C:6]([CH3:8])[C:5]([N+:9]([O-:11])=[O:10])=[CH:4][C:3]=1[CH3:12].C([Sn](CCCC)(CCCC)[C:18]([O:20]CC)=[CH2:19])CCC, predict the reaction product. The product is: [CH3:12][C:3]1[CH:4]=[C:5]([N+:9]([O-:11])=[O:10])[C:6]([CH3:8])=[CH:7][C:2]=1[C:18](=[O:20])[CH3:19].